Dataset: Full USPTO retrosynthesis dataset with 1.9M reactions from patents (1976-2016). Task: Predict the reactants needed to synthesize the given product. (1) Given the product [ClH:1].[C:31]1([CH:24]([C:25]2[CH:26]=[CH:27][CH:28]=[CH:29][CH:30]=2)[CH2:23][CH2:22][N:19]2[CH2:18][CH2:17][C:16]([F:37])([C:12]3[CH:13]=[CH:14][CH:15]=[C:10]([OH:9])[CH:11]=3)[CH2:21][CH2:20]2)[CH:32]=[CH:33][CH:34]=[CH:35][CH:36]=1, predict the reactants needed to synthesize it. The reactants are: [ClH:1].C([O:9][C:10]1[CH:11]=[C:12]([C:16]2([F:37])[CH2:21][CH2:20][N:19]([CH2:22][CH2:23][CH:24]([C:31]3[CH:36]=[CH:35][CH:34]=[CH:33][CH:32]=3)[C:25]3[CH:30]=[CH:29][CH:28]=[CH:27][CH:26]=3)[CH2:18][CH2:17]2)[CH:13]=[CH:14][CH:15]=1)C1C=CC=CC=1.[H][H]. (2) Given the product [F:1][C:2]1[CH:3]=[C:4]([C:14]2[CH:19]=[C:18]([C:20]([F:23])([F:22])[F:21])[CH:17]=[CH:16][C:15]=2[O:24][CH2:25][C:26]([OH:28])=[O:27])[CH:5]=[CH:6][C:7]=1[S:8]([CH:11]([CH3:13])[CH3:12])(=[O:10])=[O:9], predict the reactants needed to synthesize it. The reactants are: [F:1][C:2]1[CH:3]=[C:4]([C:14]2[CH:19]=[C:18]([C:20]([F:23])([F:22])[F:21])[CH:17]=[CH:16][C:15]=2[O:24][CH2:25][C:26]([O:28]C)=[O:27])[CH:5]=[CH:6][C:7]=1[S:8]([CH:11]([CH3:13])[CH3:12])(=[O:10])=[O:9].C1COCC1.CO. (3) Given the product [C:24]1([CH2:23][CH2:22][C:21](=[O:30])[C:17]#[C:16][Si:9]([CH:10]([CH3:11])[CH3:12])([CH:6]([CH3:8])[CH3:7])[CH:13]([CH3:15])[CH3:14])[CH:29]=[CH:28][CH:27]=[CH:26][CH:25]=1, predict the reactants needed to synthesize it. The reactants are: C([Li])CCC.[CH:6]([Si:9]([C:16]#[CH:17])([CH:13]([CH3:15])[CH3:14])[CH:10]([CH3:12])[CH3:11])([CH3:8])[CH3:7].CON(C)[C:21](=[O:30])[CH2:22][CH2:23][C:24]1[CH:29]=[CH:28][CH:27]=[CH:26][CH:25]=1. (4) Given the product [CH3:17][C:3]1[S:4][C:5]([C:7]2[CH:12]=[CH:11][CH:10]=[C:9]([C:13]([F:16])([F:15])[F:14])[CH:8]=2)=[CH:6][C:2]=1[CH:25]=[O:26], predict the reactants needed to synthesize it. The reactants are: Br[C:2]1[CH:6]=[C:5]([C:7]2[CH:12]=[CH:11][CH:10]=[C:9]([C:13]([F:16])([F:15])[F:14])[CH:8]=2)[S:4][C:3]=1[CH3:17].C([Li])CCC.CN(C)[CH:25]=[O:26].Cl.